Dataset: Experimentally validated miRNA-target interactions with 360,000+ pairs, plus equal number of negative samples. Task: Binary Classification. Given a miRNA mature sequence and a target amino acid sequence, predict their likelihood of interaction. (1) The miRNA is hsa-miR-3622a-3p with sequence UCACCUGACCUCCCAUGCCUGU. The protein sequence of the target gene is MAAMRWRWWQRLLPWRLLQARGFPQNSAPSLGLGARTYSQGDCSYSRTALYDLLGVPSTATQAQIKAAYYRQCFLYHPDRNSGSAEAAERFTRISQAYVVLGSATLRRKYDRGLLSDEDLRGPGVRPSRTPAPDPGSPRTPPPTSRTHDGSRASPGANRTMFNFDAFYQAHYGEQLERERRLRARREALRKRQEYRSMKGLRWEDTRDTAAIFLIFSIFIIIGFYI. Result: 0 (no interaction). (2) The miRNA is hsa-miR-106a-5p with sequence AAAAGUGCUUACAGUGCAGGUAG. The protein sequence of the target gene is MVTRTRPVAAMAVRSRSSSRTGTAYLLLVLCEVSWAQIFSFPFRRPETCDFNQYFDISALSCAPCGANQRRDALGTSCVCLPGYHMISNNGGPSIICKKCPENMKGVTKDGWDCISCPSGLTAEGKCHCPTGHILVERNVSGSLLAQATCELCDESENSFTKANALGTRCVRCEPTFVNTSRSCSCSEPHTLTGGLCFSNTGNFHQRVISTARYGELGMSLNSEWFAKYLQATAAACWTHANLTSCQALGNMCVMNMNSYDSTTLDACRLFHYIFESTAGLISVHSVPFWRQNLPWLFYG.... Result: 0 (no interaction). (3) The miRNA is hsa-miR-1245b-5p with sequence UAGGCCUUUAGAUCACUUAAA. The protein sequence of the target gene is MKSRREKLLIPALTLDLSPSSQSPCLLSPGSPCSPCSPSLGLQPWSCRSGNRKSLVVGTPSPTLSRPLSPLSVPTAGNSPLDSPRNFSAAAAISFPFARRADGRRWSLASLPSSGYGTNTPSSTVSSSSSSRERLHQLPFQPTADELRFLSKHFRSSESVVDEDGGRSPRLRPRSRSLSPGRTSGTFDNEIVMMNHVYRERFPKATAQMEGRLQDFLAAFAPGDRLALADGVLGFIHHQIVELARDCLAKSGEALVTSRYFLEMQDKLERLLQDAHERSDSAEVGFIVQLVRKLLIIISR.... Result: 0 (no interaction). (4) The miRNA is mmu-miR-380-5p with sequence AUGGUUGACCAUAGAACAUGCG. Result: 1 (interaction). The protein sequence of the target gene is MFSLSSTVQPQVTIPLSHLINAFHSPKNISVSVNTPVSQKQHRDTVPEHEAPSSEPVLNLRDLGLSELKIGQIDKMVENLLPGFYKDKRVSSCWHTSHISAQSFFENKYGHLDMFSTLRSSSLYRQHPKTLRSICSDLQYFPVFIQSRGFKTLKSRTRRLQSTSERLVEAQNIAPSFVKGFLLRDRGTDLESLDKLMKTKNIPEAHQDAFKTGFAEGFLKAQALTQKTNDSLRRTRLILFVLLLFGIYGLLKNPFLSVRFRTTTGLDSAVDPVQMKNVTFEHVKGVEEAKQELQEVVEFL.... (5) The miRNA is hsa-miR-1204 with sequence UCGUGGCCUGGUCUCCAUUAU. The protein sequence of the target gene is MAASEVAGLGAGTPSPSESSALCASKSDESLPDGLSPKDSAQKQKNLSPPSVSSQMITKESNRNAHLEHPEQNPGSSVGDTSAAHEEVVGENLVATALCLSGNGSQSDLKDLTNPAGEEGDTSLRESLHPVTRSLKAGCHSKQLASGNCSEEKCPAASVLKEGSRDAGLDLLPVVPPANGVEGVRVDQDDDQDSSSLKLSQNIAVQTDFKTADSEVNTDQDIEKNLDKMMTERTLLKERYQEVLDKQRQVESQLQVQLKQLQQRREEEMKNHQEILKAIQDVTIKREETKKKIEKEKKEF.... Result: 0 (no interaction). (6) The miRNA is hsa-miR-4289 with sequence GCAUUGUGCAGGGCUAUCA. The protein sequence of the target gene is MAEDLDELLDEVESKFCTPDLLRRGMVEQPKGCGGGTHSSDRNQAKAKETLRSTETFKKEDDLDSLINEILEEPNLDKKPSKLKSKSSGNTSVRASIEGLGKSCSPVYLGGSSIPCGIGTNISWRACDHLRCIACDFLVVSYDDYMWDKSCDYLFFRNNMPEFHKLKAKLIKKKGTRAYACQCSWRTIEEVTDLQTDHQLRWVCGKH. Result: 1 (interaction).